Predict the reactants needed to synthesize the given product. From a dataset of Retrosynthesis with 50K atom-mapped reactions and 10 reaction types from USPTO. (1) Given the product N#Cc1ccc(C2CCN(C(=O)c3cccc(-c4noc(C(F)(F)F)n4)c3)CC2)nc1, predict the reactants needed to synthesize it. The reactants are: N#Cc1ccc(C2CCNCC2)nc1.O=C(O)c1cccc(-c2noc(C(F)(F)F)n2)c1. (2) Given the product CN(C)C(=O)n1nc(C(C)(C)C)nc1SCC(=O)O, predict the reactants needed to synthesize it. The reactants are: CCOC(=O)CSc1nc(C(C)(C)C)nn1C(=O)N(C)C. (3) Given the product O=C1c2cccc3cccc(c23)C(=O)N1CCN1CCC(c2c[nH]c3ccc(O)cc23)CC1, predict the reactants needed to synthesize it. The reactants are: COc1ccc2[nH]cc(C3CCN(CCN4C(=O)c5cccc6cccc(c56)C4=O)CC3)c2c1.